Dataset: Reaction yield outcomes from USPTO patents with 853,638 reactions. Task: Predict the reaction yield, written as a fraction of the theoretical maximum amount of product (1.0 means a 100% yield; for example, 0.34 means a 34% yield). The reactants are Br[C:2]1[CH:3]=[C:4]([C:15]([O:17][CH3:18])=[O:16])[C:5]2[C:6]([CH3:14])=[CH:7][N:8]([CH:11]([CH3:13])[CH3:12])[C:9]=2[CH:10]=1.[F:19][C:20]1[CH:25]=[CH:24][C:23](B(O)O)=[CH:22][C:21]=1[CH:29]=[O:30].P([O-])([O-])([O-])=O.[K+].[K+].[K+].O1CCOCC1. The catalyst is O.C1C=CC(P(C2C=CC=CC=2)[C-]2C=CC=C2)=CC=1.C1C=CC(P(C2C=CC=CC=2)[C-]2C=CC=C2)=CC=1.Cl[Pd]Cl.[Fe+2].C(Cl)Cl.CCOC(C)=O. The product is [F:19][C:20]1[CH:25]=[CH:24][C:23]([C:2]2[CH:3]=[C:4]([C:15]([O:17][CH3:18])=[O:16])[C:5]3[C:6]([CH3:14])=[CH:7][N:8]([CH:11]([CH3:13])[CH3:12])[C:9]=3[CH:10]=2)=[CH:22][C:21]=1[CH:29]=[O:30]. The yield is 0.980.